From a dataset of Full USPTO retrosynthesis dataset with 1.9M reactions from patents (1976-2016). Predict the reactants needed to synthesize the given product. (1) The reactants are: [Cl:1][C:2]1[CH:3]=[N:4][CH:5]=[C:6]([Cl:20])[C:7]=1[S:8][C:9]1[S:13][C:12]([C:14]([OH:16])=O)=[CH:11][C:10]=1[N+:17]([O-:19])=[O:18].[Cl:21][C:22]1[CH:29]=[CH:28][CH:27]=[CH:26][C:23]=1[CH2:24][NH2:25]. Given the product [Cl:21][C:22]1[CH:29]=[CH:28][CH:27]=[CH:26][C:23]=1[CH2:24][NH:25][C:14]([C:12]1[S:13][C:9]([S:8][C:7]2[C:6]([Cl:20])=[CH:5][N:4]=[CH:3][C:2]=2[Cl:1])=[C:10]([N+:17]([O-:19])=[O:18])[CH:11]=1)=[O:16], predict the reactants needed to synthesize it. (2) Given the product [CH3:26][C:27]1[CH:32]=[C:31]([C:2]2[C:3]([C:4]([NH:6][C:7]3[CH:12]=[CH:11][C:10]([NH:13][CH2:14][CH2:15][C:16]4[CH:21]=[CH:20][CH:19]=[CH:18][N:17]=4)=[CH:9][CH:8]=3)=[O:5])=[CH:22][CH:23]=[CH:24][CH:25]=2)[CH:30]=[CH:29][CH:28]=1, predict the reactants needed to synthesize it. The reactants are: I[C:2]1[CH:25]=[CH:24][CH:23]=[CH:22][C:3]=1[C:4]([NH:6][C:7]1[CH:12]=[CH:11][C:10]([NH:13][CH2:14][CH2:15][C:16]2[CH:21]=[CH:20][CH:19]=[CH:18][N:17]=2)=[CH:9][CH:8]=1)=[O:5].[CH3:26][C:27]1[CH:28]=[C:29](B(O)O)[CH:30]=[CH:31][CH:32]=1.C(N(CC)CC)C.C(OCC)(=O)C.